Dataset: Forward reaction prediction with 1.9M reactions from USPTO patents (1976-2016). Task: Predict the product of the given reaction. (1) Given the reactants Cl.[Br:2][C:3]1[CH:4]=[C:5]([CH3:14])[C:6]2[O:12][CH2:11][CH2:10][NH:9][CH2:8][C:7]=2[CH:13]=1.Cl[C:16]1[C:21]([CH:22]([CH3:24])[CH3:23])=[C:20]([CH3:25])[N:19]=[C:18]([CH2:26][N:27]([CH3:29])[CH3:28])[N:17]=1.C(N(CC)C(C)C)(C)C, predict the reaction product. The product is: [Br:2][C:3]1[CH:4]=[C:5]([CH3:14])[C:6]2[O:12][CH2:11][CH2:10][N:9]([C:16]3[C:21]([CH:22]([CH3:24])[CH3:23])=[C:20]([CH3:25])[N:19]=[C:18]([CH2:26][N:27]([CH3:29])[CH3:28])[N:17]=3)[CH2:8][C:7]=2[CH:13]=1. (2) Given the reactants [Cl:1][C:2]1[CH:3]=[C:4]([CH:8]=[CH:9][CH:10]=1)[CH2:5][C:6]#[N:7].Br[CH2:12][CH2:13][CH2:14]Br.[H-].[Na+].CC(O)C, predict the reaction product. The product is: [Cl:1][C:2]1[CH:3]=[C:4]([C:5]2([C:6]#[N:7])[CH2:14][CH2:13][CH2:12]2)[CH:8]=[CH:9][CH:10]=1. (3) The product is: [CH2:37]([NH:39][C:40]([NH:1][C:2]1[CH:7]=[CH:6][C:5]([C:8]2[CH:9]=[CH:10][C:11]([C:14]3[S:18][C:17]([C@@:19]4([CH2:27][C:28]([O:30][CH2:31][CH2:32][Si:33]([CH3:35])([CH3:34])[CH3:36])=[O:29])[CH2:24][CH2:23][CH2:22][CH2:21][S:20]4(=[O:25])=[O:26])=[CH:16][CH:15]=3)=[CH:12][CH:13]=2)=[CH:4][CH:3]=1)=[O:41])[CH3:38]. Given the reactants [NH2:1][C:2]1[CH:7]=[CH:6][C:5]([C:8]2[CH:13]=[CH:12][C:11]([C:14]3[S:18][C:17]([C@@:19]4([CH2:27][C:28]([O:30][CH2:31][CH2:32][Si:33]([CH3:36])([CH3:35])[CH3:34])=[O:29])[CH2:24][CH2:23][CH2:22][CH2:21][S:20]4(=[O:26])=[O:25])=[CH:16][CH:15]=3)=[CH:10][CH:9]=2)=[CH:4][CH:3]=1.[CH2:37]([N:39]=[C:40]=[O:41])[CH3:38], predict the reaction product. (4) Given the reactants B.C1COCC1.[Cl:7][C:8]1[CH:13]=[C:12]([N+:14]([O-:16])=[O:15])[CH:11]=[CH:10][C:9]=1[CH2:17][C:18]([N:20]([CH2:23][CH3:24])[CH2:21][CH3:22])=O, predict the reaction product. The product is: [Cl:7][C:8]1[CH:13]=[C:12]([N+:14]([O-:16])=[O:15])[CH:11]=[CH:10][C:9]=1[CH2:17][CH2:18][N:20]([CH2:21][CH3:22])[CH2:23][CH3:24]. (5) The product is: [C:31]([CH:35]1[CH2:36][CH2:37][C:38](=[CH:41][C:7]2[CH:8]=[C:9]3[C:14](=[CH:15][CH:16]=2)[CH:13]=[C:12]([CH2:17][N:18]2[CH2:19][CH2:20][CH:21]([C:24]([O:26][CH2:27][CH3:28])=[O:25])[CH2:22][CH2:23]2)[CH:11]=[CH:10]3)[CH2:39][CH2:40]1)([CH3:34])([CH3:33])[CH3:32]. Given the reactants FC(F)(F)S(O[C:7]1[CH:8]=[C:9]2[C:14](=[CH:15][CH:16]=1)[CH:13]=[C:12]([CH2:17][N:18]1[CH2:23][CH2:22][CH:21]([C:24]([O:26][CH2:27][CH3:28])=[O:25])[CH2:20][CH2:19]1)[CH:11]=[CH:10]2)(=O)=O.[C:31]([CH:35]1[CH2:40][CH2:39][C:38](=[CH2:41])[CH2:37][CH2:36]1)([CH3:34])([CH3:33])[CH3:32].C([O-])([O-])=O.[K+].[K+].CC1(C)C2C(=C(P(C3C=CC=CC=3)C3C=CC=CC=3)C=CC=2)OC2C(P(C3C=CC=CC=3)C3C=CC=CC=3)=CC=CC1=2, predict the reaction product.